Dataset: Forward reaction prediction with 1.9M reactions from USPTO patents (1976-2016). Task: Predict the product of the given reaction. (1) Given the reactants [C:1]([N:8]1[CH2:12][C@@H:11]([N:13]=[N+:14]=[N-:15])[CH2:10][C@H:9]1[C:16]([O:18]C)=[O:17])([O:3][C:4]([CH3:7])([CH3:6])[CH3:5])=[O:2].O.[Li+].[OH-], predict the reaction product. The product is: [C:1]([N:8]1[CH2:12][C@@H:11]([N:13]=[N+:14]=[N-:15])[CH2:10][C@H:9]1[C:16]([OH:18])=[O:17])([O:3][C:4]([CH3:7])([CH3:6])[CH3:5])=[O:2]. (2) The product is: [O:31]1[C:32]2[CH:33]=[CH:34][C:25]([C:2]3[N:6]([CH3:7])[N:5]=[C:4]([CH3:8])[C:3]=3[CH:9]=[O:10])=[CH:26][C:27]=2[CH2:28][CH2:29][CH2:30]1. Given the reactants Cl[C:2]1[N:6]([CH3:7])[N:5]=[C:4]([CH3:8])[C:3]=1[CH:9]=[O:10].C(=O)([O-])[O-].[Na+].[Na+].CC1(C)C(C)(C)OB([C:25]2[CH:26]=[C:27]3[C:32](=[CH:33][CH:34]=2)[O:31][CH2:30][CH2:29][CH2:28]3)O1, predict the reaction product.